This data is from Full USPTO retrosynthesis dataset with 1.9M reactions from patents (1976-2016). The task is: Predict the reactants needed to synthesize the given product. (1) Given the product [O:22]1[CH2:23][CH2:24][N:19]([CH2:2][C:3]2[CH:12]=[CH:11][C:6]([C:7]([O:9][CH3:10])=[O:8])=[CH:5][CH:4]=2)[CH2:20][CH2:21]1, predict the reactants needed to synthesize it. The reactants are: Br[CH2:2][C:3]1[CH:12]=[CH:11][C:6]([C:7]([O:9][CH3:10])=[O:8])=[CH:5][CH:4]=1.C([O-])([O-])=O.[K+].[K+].[NH:19]1[CH2:24][CH2:23][O:22][CH2:21][CH2:20]1. (2) Given the product [F:13][C:14]1[CH:15]=[C:16]([CH:20]=[CH:21][C:22]=1[F:23])[C:17]([N:10]=[C:8]1[N:7]([CH:25]([CH2:30][CH3:31])[C:26]([OH:28])=[O:27])[C:6]2[CH:11]=[C:2]([F:1])[C:3]([F:12])=[CH:4][C:5]=2[S:9]1)=[O:18], predict the reactants needed to synthesize it. The reactants are: [F:1][C:2]1[C:3]([F:12])=[CH:4][C:5]2[S:9][C:8]([NH2:10])=[N:7][C:6]=2[CH:11]=1.[F:13][C:14]1[CH:15]=[C:16]([CH:20]=[CH:21][C:22]=1[F:23])[C:17](Cl)=[O:18].Br[CH:25]([CH2:30][CH3:31])[C:26]([O:28]C)=[O:27].COC1C=CC2N=C(N)SC=2C=1.ClC1C=C(C=CC=1)C(Cl)=O.BrCC(OCC)=O. (3) Given the product [CH3:1][O:2][C:3]1[CH:4]=[C:5]2[C:9](=[CH:10][CH:11]=1)[N:8]([CH2:12][CH2:13][N:14]1[CH2:19][CH2:18][NH:17][CH2:16][CH2:15]1)[C:7]([C:20]1[C:21]([CH3:27])=[N:22][N:23]([CH3:26])[C:24]=1[CH3:25])=[C:6]2/[CH:28]=[C:41]1\[O:42][C:38]2[CH:37]=[CH:36][C:35]([NH:34][C:32]([NH:31][CH3:30])=[O:33])=[CH:44][C:39]=2[C:40]\1=[O:43], predict the reactants needed to synthesize it. The reactants are: [CH3:1][O:2][C:3]1[CH:4]=[C:5]2[C:9](=[CH:10][CH:11]=1)[N:8]([CH2:12][CH2:13][N:14]1[CH2:19][CH2:18][NH:17][CH2:16][CH2:15]1)[C:7]([C:20]1[C:21]([CH3:27])=[N:22][N:23]([CH3:26])[C:24]=1[CH3:25])=[C:6]2[CH:28]=O.[CH3:30][NH:31][C:32]([NH:34][C:35]1[CH:36]=[CH:37][C:38]2[O:42][CH2:41][C:40](=[O:43])[C:39]=2[CH:44]=1)=[O:33].C([O-])([O-])=O.[Na+].[Na+].CCOC(C)=O. (4) Given the product [F:1][C:2]1[CH:3]=[N:4][CH:5]=[CH:6][C:7]=1[CH:8]([CH3:10])[CH3:9], predict the reactants needed to synthesize it. The reactants are: [F:1][C:2]1[CH:3]=[N:4][CH:5]=[CH:6][C:7]=1[C:8](O)([CH3:10])[CH3:9].[OH-].[Na+]. (5) Given the product [F:12][C:7]1[CH:8]=[CH:9][CH:10]=[CH:11][C:6]=1[N:5]1[C:4]2[CH:13]=[CH:14][CH:15]=[CH:16][C:3]=2[CH2:2][NH:1][S:17]1(=[O:19])=[O:18], predict the reactants needed to synthesize it. The reactants are: [NH2:1][CH2:2][C:3]1[CH:16]=[CH:15][CH:14]=[CH:13][C:4]=1[NH:5][C:6]1[CH:11]=[CH:10][CH:9]=[CH:8][C:7]=1[F:12].[S:17](N)(N)(=[O:19])=[O:18]. (6) Given the product [CH2:9]1[C:10]2([CH2:17][CH2:16][CH2:15][CH2:14]2)[CH:11]([OH:13])[CH2:12][NH:8]1, predict the reactants needed to synthesize it. The reactants are: C([N:8]1[CH2:12][CH:11]([OH:13])[C:10]2([CH2:17][CH2:16][CH2:15][CH2:14]2)[CH2:9]1)C1C=CC=CC=1. (7) Given the product [OH:4][CH:3]1[CH:5]([OH:6])[CH:7]([OH:8])[CH:9]([CH2:11][OH:12])[O:10][CH:2]1[NH:24][NH:23][C:13]([CH2:14][CH2:15][CH2:16][CH2:17][C:18]([NH:20][NH2:21])=[O:19])=[O:22], predict the reactants needed to synthesize it. The reactants are: O=[CH:2][C@@H:3]([C@H:5]([C@@H:7]([C@@H:9]([CH2:11][OH:12])[OH:10])[OH:8])[OH:6])[OH:4].[C:13]([NH:23][NH2:24])(=[O:22])[CH2:14][CH2:15][CH2:16][CH2:17][C:18]([NH:20][NH2:21])=[O:19]. (8) Given the product [CH2:1]([N:3]1[CH2:4][CH2:5][N:6]([C:9]2[CH:10]=[C:11]([NH:15][C:16]3[N:21]=[CH:20][C:19](/[CH:22]=[CH:23]/[C:24]4[CH:25]=[C:26]([CH:31]=[C:32]([O:34][CH3:35])[CH:33]=4)[C:27]([NH:37][CH3:36])=[O:28])=[CH:18][N:17]=3)[CH:12]=[CH:13][CH:14]=2)[CH2:7][CH2:8]1)[CH3:2], predict the reactants needed to synthesize it. The reactants are: [CH2:1]([N:3]1[CH2:8][CH2:7][N:6]([C:9]2[CH:10]=[C:11]([NH:15][C:16]3[N:21]=[CH:20][C:19](/[CH:22]=[CH:23]/[C:24]4[CH:25]=[C:26]([CH:31]=[C:32]([O:34][CH3:35])[CH:33]=4)[C:27](OC)=[O:28])=[CH:18][N:17]=3)[CH:12]=[CH:13][CH:14]=2)[CH2:5][CH2:4]1)[CH3:2].[CH3:36][NH2:37]. (9) Given the product [Br:1][C:2]1[CH:3]=[C:4]2[C:5]([C:9]([C:19]3[CH:24]=[CH:23][N:22]=[CH:21][CH:20]=3)=[N:10][NH:11]2)=[CH:6][C:7]=1[F:8], predict the reactants needed to synthesize it. The reactants are: [Br:1][C:2]1[C:7]([F:8])=[CH:6][C:5](/[C:9](/[C:19]2[CH:24]=[CH:23][N:22]=[CH:21][CH:20]=2)=[N:10]\[NH:11]C(OC(C)(C)C)=O)=[C:4](F)[CH:3]=1.C1CCN2C(=NCCC2)CC1. (10) Given the product [CH2:20]([O:19][C:16](=[O:18])[CH2:17][C:43](=[O:44])/[CH:42]=[CH:41]/[C:30]1[N:31]([CH:38]([CH3:39])[CH3:40])[C:32]2[C:37]([C:29]=1[C:26]1[CH:25]=[CH:24][C:23]([F:22])=[CH:28][CH:27]=1)=[CH:36][CH:35]=[CH:34][CH:33]=2)[CH3:21], predict the reactants needed to synthesize it. The reactants are: C(NC(C)C)(C)C.[OH-].[K+].[Na].C([Li])CCC.[C:16]([O:19][CH2:20][CH3:21])(=[O:18])[CH3:17].[F:22][C:23]1[CH:28]=[CH:27][C:26]([C:29]2[C:37]3[C:32](=[CH:33][CH:34]=[CH:35][CH:36]=3)[N:31]([CH:38]([CH3:40])[CH3:39])[C:30]=2/[CH:41]=[CH:42]/[C:43](N(OC)C)=[O:44])=[CH:25][CH:24]=1.[Cl-].[NH4+].